From a dataset of Full USPTO retrosynthesis dataset with 1.9M reactions from patents (1976-2016). Predict the reactants needed to synthesize the given product. Given the product [CH2:26]([C:6]1[C:7](=[O:20])[C:8]2[C:17]([C:18](=[O:19])[C:5]=1[OH:4])=[C:16]1[C:11]([CH2:12][CH2:13][CH2:14][CH2:15]1)=[CH:10][CH:9]=2)[CH:21]=[CH2:22], predict the reactants needed to synthesize it. The reactants are: C([O:4][C:5]1[C:18](=[O:19])[C:17]2[C:8](=[CH:9][CH:10]=[C:11]3[C:16]=2[CH2:15][CH2:14][CH2:13][CH2:12]3)[C:7](=[O:20])[CH:6]=1)C=C.[C:21]1(C)[CH:26]=CC=C[CH:22]=1.